From a dataset of KCNQ2 potassium channel screen with 302,405 compounds. Binary Classification. Given a drug SMILES string, predict its activity (active/inactive) in a high-throughput screening assay against a specified biological target. (1) The compound is S(CC(=O)Nc1ccc(OC)cc1)c1n(nnn1)CC=C. The result is 0 (inactive). (2) The compound is Brc1c(n(nc1C)C(CC(O)=O)C(O)=O)C. The result is 0 (inactive). (3) The compound is O(CCn1c(c(cc1C)/C=N\NC(=O)c1cccnc1)C)C. The result is 0 (inactive). (4) The molecule is S=C(Nc1ccc(N(CC)CC)cc1)NC(=O)c1occc1. The result is 1 (active).